Dataset: Forward reaction prediction with 1.9M reactions from USPTO patents (1976-2016). Task: Predict the product of the given reaction. Given the reactants [OH:1][C:2]1[CH:11]=[C:10]2[C:5]([C:6]([NH:12][C:13]3[CH:21]=[C:20]4[C:16]([CH:17]=[CH:18][NH:19]4)=[CH:15][CH:14]=3)=[N:7][CH:8]=[N:9]2)=[CH:4][C:3]=1[O:22][CH3:23].O[CH2:25][CH2:26][CH2:27][N:28]1[CH2:32][CH2:31][CH2:30][CH2:29]1, predict the reaction product. The product is: [NH:19]1[C:20]2[C:16](=[CH:15][CH:14]=[C:13]([NH:12][C:6]3[C:5]4[C:10](=[CH:11][C:2]([O:1][CH2:25][CH2:26][CH2:27][N:28]5[CH2:32][CH2:31][CH2:30][CH2:29]5)=[C:3]([O:22][CH3:23])[CH:4]=4)[N:9]=[CH:8][N:7]=3)[CH:21]=2)[CH:17]=[CH:18]1.